Dataset: NCI-60 drug combinations with 297,098 pairs across 59 cell lines. Task: Regression. Given two drug SMILES strings and cell line genomic features, predict the synergy score measuring deviation from expected non-interaction effect. (1) Synergy scores: CSS=9.85, Synergy_ZIP=-11.8, Synergy_Bliss=-8.18, Synergy_Loewe=-9.71, Synergy_HSA=-5.82. Drug 1: CN1CCC(CC1)COC2=C(C=C3C(=C2)N=CN=C3NC4=C(C=C(C=C4)Br)F)OC. Drug 2: CN(CC1=CN=C2C(=N1)C(=NC(=N2)N)N)C3=CC=C(C=C3)C(=O)NC(CCC(=O)O)C(=O)O. Cell line: OVCAR3. (2) Drug 1: C1C(C(OC1N2C=C(C(=O)NC2=O)F)CO)O. Drug 2: CC1CCCC2(C(O2)CC(NC(=O)CC(C(C(=O)C(C1O)C)(C)C)O)C(=CC3=CSC(=N3)C)C)C. Cell line: CCRF-CEM. Synergy scores: CSS=69.0, Synergy_ZIP=-0.431, Synergy_Bliss=-0.707, Synergy_Loewe=-2.88, Synergy_HSA=0.308.